This data is from Peptide-MHC class I binding affinity with 185,985 pairs from IEDB/IMGT. The task is: Regression. Given a peptide amino acid sequence and an MHC pseudo amino acid sequence, predict their binding affinity value. This is MHC class I binding data. (1) The peptide sequence is ILAADLEKL. The MHC is HLA-A02:02 with pseudo-sequence HLA-A02:02. The binding affinity (normalized) is 0.679. (2) The peptide sequence is SADPLASLL. The MHC is HLA-A26:01 with pseudo-sequence HLA-A26:01. The binding affinity (normalized) is 0.0847. (3) The peptide sequence is SLMSRVVYK. The MHC is HLA-A02:16 with pseudo-sequence HLA-A02:16. The binding affinity (normalized) is 0.0847. (4) The peptide sequence is AVKFAEESYT. The MHC is HLA-A02:03 with pseudo-sequence HLA-A02:03. The binding affinity (normalized) is 0.326. (5) The peptide sequence is WTFTPTTPL. The MHC is HLA-A68:23 with pseudo-sequence HLA-A68:23. The binding affinity (normalized) is 1.00. (6) The peptide sequence is CRIKQIINM. The MHC is H-2-Kb with pseudo-sequence H-2-Kb. The binding affinity (normalized) is 0.347. (7) The peptide sequence is FLIVAALVFL. The MHC is HLA-A02:02 with pseudo-sequence HLA-A02:02. The binding affinity (normalized) is 0.898. (8) The peptide sequence is FLSRLVLYA. The MHC is HLA-A02:01 with pseudo-sequence HLA-A02:01. The binding affinity (normalized) is 1.00.